This data is from Reaction yield outcomes from USPTO patents with 853,638 reactions. The task is: Predict the reaction yield, written as a fraction of the theoretical maximum amount of product (1.0 means a 100% yield; for example, 0.34 means a 34% yield). (1) The reactants are B(Cl)(Cl)Cl.C([O:12][N:13]1[C:19](=[O:20])[N:18]2[CH2:21][C@H:14]1[CH2:15][CH2:16][C@H:17]2[C:22]1[CH:26]=[C:25]([C:27]#[N:28])[O:24][N:23]=1)C1C=CC=CC=1. The catalyst is C(Cl)Cl. The product is [OH:12][N:13]1[C:19](=[O:20])[N:18]2[CH2:21][C@H:14]1[CH2:15][CH2:16][C@H:17]2[C:22]1[CH:26]=[C:25]([C:27]#[N:28])[O:24][N:23]=1. The yield is 0.600. (2) The reactants are C(OC([N:8]1[CH2:13][CH2:12][N:11]([C:14]2[CH:15]=[N:16][C:17]([NH:20][C:21]3[N:22]=[CH:23][C:24]4[C:30]([CH3:31])=[CH:29][C:28](=[O:32])[N:27]([CH:33]5[CH2:37][CH2:36][CH2:35][CH2:34]5)[C:25]=4[N:26]=3)=[CH:18][CH:19]=2)[CH2:10][CH2:9]1)=O)(C)(C)C.[Cl:38]CCl. The catalyst is Cl.C(OCC)C. The product is [ClH:38].[CH:33]1([N:27]2[C:25]3[N:26]=[C:21]([NH:20][C:17]4[CH:18]=[CH:19][C:14]([N:11]5[CH2:10][CH2:9][NH:8][CH2:13][CH2:12]5)=[CH:15][N:16]=4)[N:22]=[CH:23][C:24]=3[C:30]([CH3:31])=[CH:29][C:28]2=[O:32])[CH2:37][CH2:36][CH2:35][CH2:34]1. The yield is 0.909. (3) The reactants are [CH3:1][O:2][C:3](=[O:30])[NH:4][C@H:5]([C:9]([N:11]1[CH2:15][C@@H:14]([C:16]#[N:17])[CH2:13][C@H:12]1[C:18]1[NH:19][CH:20]=[C:21]([C:23]2[CH:28]=[CH:27][C:26](Br)=[CH:25][CH:24]=2)[N:22]=1)=[O:10])[CH:6]([CH3:8])[CH3:7].[B:31]1([B:31]2[O:35][C:34]([CH3:37])([CH3:36])[C:33]([CH3:39])([CH3:38])[O:32]2)[O:35][C:34]([CH3:37])([CH3:36])[C:33]([CH3:39])([CH3:38])[O:32]1.C([O-])(=O)C.[K+]. The catalyst is O1CCOCC1.C1C=CC(P(C2C=CC=CC=2)[C-]2C=CC=C2)=CC=1.C1C=CC(P(C2C=CC=CC=2)[C-]2C=CC=C2)=CC=1.Cl[Pd]Cl.[Fe+2].C(Cl)Cl. The product is [CH3:1][O:2][C:3](=[O:30])[NH:4][C@H:5]([C:9]([N:11]1[CH2:15][C@@H:14]([C:16]#[N:17])[CH2:13][C@H:12]1[C:18]1[NH:19][CH:20]=[C:21]([C:23]2[CH:28]=[CH:27][C:26]([B:31]3[O:35][C:34]([CH3:37])([CH3:36])[C:33]([CH3:39])([CH3:38])[O:32]3)=[CH:25][CH:24]=2)[N:22]=1)=[O:10])[CH:6]([CH3:8])[CH3:7]. The yield is 0.650. (4) The reactants are Cl[C:2]1[N:3]=[C:4]([N:12]2[CH2:17][CH2:16][O:15][CH2:14][C@@H:13]2[CH3:18])[C:5]2[CH2:10][N:9]([CH3:11])[CH2:8][C:6]=2[N:7]=1.[F:19][C:20]1[CH:25]=[C:24](B2OC(C)(C)C(C)(C)O2)[CH:23]=[C:22]([F:35])[C:21]=1[NH:36][C:37]([NH:39][CH2:40][CH3:41])=[O:38]. No catalyst specified. The product is [F:19][C:20]1[CH:25]=[C:24]([C:2]2[N:3]=[C:4]([N:12]3[CH2:17][CH2:16][O:15][CH2:14][C@@H:13]3[CH3:18])[C:5]3[CH2:10][N:9]([CH3:11])[CH2:8][C:6]=3[N:7]=2)[CH:23]=[C:22]([F:35])[C:21]=1[NH:36][C:37]([NH:39][CH2:40][CH3:41])=[O:38]. The yield is 0.0920. (5) The reactants are [CH3:1][C:2]1[N:6]([C:7]([C:20]2[CH:25]=[CH:24][CH:23]=[CH:22][CH:21]=2)([C:14]2[CH:19]=[CH:18][CH:17]=[CH:16][CH:15]=2)[C:8]2[CH:13]=[CH:12][CH:11]=[CH:10][CH:9]=2)[CH:5]=[N:4][C:3]=1[C:26](=[O:37])[C:27]#[C:28][CH2:29][O:30][CH:31]1[CH2:36][CH2:35][CH2:34][CH2:33][O:32]1. The catalyst is [Pd].C1COCC1.C(OCC)(=O)C. The product is [CH3:1][C:2]1[N:6]([C:7]([C:14]2[CH:15]=[CH:16][CH:17]=[CH:18][CH:19]=2)([C:20]2[CH:25]=[CH:24][CH:23]=[CH:22][CH:21]=2)[C:8]2[CH:9]=[CH:10][CH:11]=[CH:12][CH:13]=2)[CH:5]=[N:4][C:3]=1[C:26](=[O:37])[CH2:27][CH2:28][CH2:29][O:30][CH:31]1[CH2:36][CH2:35][CH2:34][CH2:33][O:32]1. The yield is 0.880. (6) The reactants are [C:1]([O:5][C:6]([N:8]1[CH2:13][CH:12]2[CH:10]([O:11]2)[CH2:9]1)=[O:7])([CH3:4])([CH3:3])[CH3:2].[Cl:14][C:15]1[CH:20]=[CH:19][C:18]([C:21]([N:23]2[CH2:28][CH2:27][NH:26][CH2:25][CH2:24]2)=[O:22])=[CH:17][CH:16]=1. No catalyst specified. The product is [C:1]([O:5][C:6]([N:8]1[CH2:9][CH:10]([OH:11])[CH:12]([N:26]2[CH2:25][CH2:24][N:23]([C:21](=[O:22])[C:18]3[CH:17]=[CH:16][C:15]([Cl:14])=[CH:20][CH:19]=3)[CH2:28][CH2:27]2)[CH2:13]1)=[O:7])([CH3:2])([CH3:3])[CH3:4]. The yield is 0.840. (7) The yield is 0.590. The reactants are C1C(=O)N([Br:8])C(=O)C1.[Br:9][C:10]1[CH:11]=[C:12]2[C:17](=[CH:18][CH:19]=1)[N:16]=[C:15]([C:20]([O:22]CC)=[CH2:21])[CH:14]=[N:13]2. The product is [Br:8][CH2:22][C:20]([C:15]1[CH:14]=[N:13][C:12]2[C:17](=[CH:18][CH:19]=[C:10]([Br:9])[CH:11]=2)[N:16]=1)=[O:21]. The catalyst is C1COCC1.O.CO.